This data is from Full USPTO retrosynthesis dataset with 1.9M reactions from patents (1976-2016). The task is: Predict the reactants needed to synthesize the given product. (1) Given the product [Cl:1][C:2]1[S:9][C:8]2[CH:7]=[CH:6][N:5]([C:15]([O:14][C:11]([CH3:13])([CH3:12])[CH3:10])=[O:16])[C:4]=2[CH:3]=1, predict the reactants needed to synthesize it. The reactants are: [Cl:1][C:2]1[S:9][C:8]2[CH:7]=[CH:6][NH:5][C:4]=2[CH:3]=1.[CH3:10][C:11]([O:14][C:15](O[C:15]([O:14][C:11]([CH3:13])([CH3:12])[CH3:10])=[O:16])=[O:16])([CH3:13])[CH3:12].O. (2) Given the product [C:20]([O:23][CH:36]([CH2:38][O:30][C:28](=[O:31])[CH3:29])[CH:34]([O:26][C:24](=[O:27])[CH3:25])[C:33](=[O:32])[NH:17][C:14]1[C:13]([I:18])=[C:9]([C:10]([Cl:12])=[O:11])[C:8]([I:19])=[C:7]([C:5](=[O:6])[NH:4][CH2:1][CH:2]=[CH2:3])[C:15]=1[I:16])(=[O:22])[CH3:21], predict the reactants needed to synthesize it. The reactants are: [CH2:1]([NH:4][C:5]([C:7]1[C:8]([I:19])=[C:9]([C:13]([I:18])=[C:14]([NH2:17])[C:15]=1[I:16])[C:10]([Cl:12])=[O:11])=[O:6])[CH:2]=[CH2:3].[C:20]([OH:23])(=[O:22])[CH3:21].[C:24]([OH:27])(=[O:26])[CH3:25].[C:28]([OH:31])(=[O:30])[CH3:29].[O:32]=[C:33](Cl)[C@H:34]([C@@H:36]([CH2:38]O)O)O. (3) The reactants are: Br[C:2]1[C:7]([N:8]([CH2:23][O:24][CH3:25])[S:9]([C:12]2[CH:17]=[CH:16][C:15]([Cl:18])=[C:14]([C:19]([F:22])([F:21])[F:20])[CH:13]=2)(=[O:11])=[O:10])=[CH:6][C:5]([Cl:26])=[CH:4][N:3]=1.C([Mg]Cl)(C)C.CON(C)[C:35](=[O:43])[C:36]1[CH:41]=[CH:40][C:39]([CH3:42])=[N:38][CH:37]=1. Given the product [Cl:18][C:15]1[CH:16]=[CH:17][C:12]([S:9]([N:8]([C:7]2[C:2]([C:35]([C:36]3[CH:37]=[N:38][C:39]([CH3:42])=[CH:40][CH:41]=3)=[O:43])=[N:3][CH:4]=[C:5]([Cl:26])[CH:6]=2)[CH2:23][O:24][CH3:25])(=[O:11])=[O:10])=[CH:13][C:14]=1[C:19]([F:22])([F:21])[F:20], predict the reactants needed to synthesize it. (4) Given the product [Si:54]([O:37][CH2:36][C:35]([CH3:39])([CH3:38])[O:34][C:31]1[CH:30]=[CH:29][C:28]([N:4]2[C:5](=[O:27])[C:6]([CH2:12][C:13]3[CH:14]=[CH:15][C:16]([C:19]4[C:20]([C:25]#[N:26])=[CH:21][CH:22]=[CH:23][CH:24]=4)=[CH:17][CH:18]=3)=[C:7]([CH2:9][CH2:10][CH3:11])[N:8]=[C:3]2[CH2:1][CH3:2])=[CH:33][CH:32]=1)([C:57]([CH3:60])([CH3:59])[CH3:58])([CH3:56])[CH3:55], predict the reactants needed to synthesize it. The reactants are: [CH2:1]([C:3]1[N:4]([C:28]2[CH:33]=[CH:32][C:31]([O:34][C:35]([CH3:39])([CH3:38])[CH2:36][OH:37])=[CH:30][CH:29]=2)[C:5](=[O:27])[C:6]([CH2:12][C:13]2[CH:18]=[CH:17][C:16]([C:19]3[C:20]([C:25]#[N:26])=[CH:21][CH:22]=[CH:23][CH:24]=3)=[CH:15][CH:14]=2)=[C:7]([CH2:9][CH2:10][CH3:11])[N:8]=1)[CH3:2].N1C(C)=CC=CC=1C.FC(F)(F)S(O[Si:54]([C:57]([CH3:60])([CH3:59])[CH3:58])([CH3:56])[CH3:55])(=O)=O. (5) Given the product [ClH:24].[Cl:24][C:21]1[CH:20]=[CH:19][C:18]([C:13]2[CH:14]=[CH:15][CH:16]=[CH:17][C:12]=2[C@@H:10]2[CH2:9][C@H:8]2[NH:7][CH3:6])=[CH:23][CH:22]=1, predict the reactants needed to synthesize it. The reactants are: C(O[C:6](=O)[NH:7][CH2:8][C@@H:9]1C[C@H:10]1[C:12]1[CH:17]=[CH:16][CH:15]=[CH:14][C:13]=1[C:18]1[CH:23]=[CH:22][C:21]([Cl:24])=[CH:20][CH:19]=1)(C)(C)C.C(O)(C(F)(F)F)=O.Cl.CCOCC. (6) Given the product [Cl:1][C:2]1[N:11]=[C:10]([NH:21][CH2:20][CH2:19][N:13]2[CH2:18][CH2:17][O:16][CH2:15][CH2:14]2)[C:9]2[C:4](=[CH:5][CH:6]=[CH:7][CH:8]=2)[N:3]=1, predict the reactants needed to synthesize it. The reactants are: [Cl:1][C:2]1[N:11]=[C:10](Cl)[C:9]2[C:4](=[CH:5][CH:6]=[CH:7][CH:8]=2)[N:3]=1.[N:13]1([CH2:19][CH2:20][NH2:21])[CH2:18][CH2:17][O:16][CH2:15][CH2:14]1. (7) The reactants are: [CH3:1][C:2]1[C:6]([CH3:7])=[C:5]([NH:8][C:9](=[O:16])OCC(Cl)(Cl)Cl)[O:4][N:3]=1.[F:17][C:18]1[CH:23]=[C:22]([F:24])[CH:21]=[CH:20][C:19]=1[C:25]1[CH:30]=[C:29]([N:31]2[CH2:36][CH2:35][NH:34][CH2:33][CH2:32]2)[N:28]=[CH:27][N:26]=1. Given the product [F:17][C:18]1[CH:23]=[C:22]([F:24])[CH:21]=[CH:20][C:19]=1[C:25]1[N:26]=[CH:27][N:28]=[C:29]([N:31]2[CH2:32][CH2:33][N:34]([C:9]([NH:8][C:5]3[O:4][N:3]=[C:2]([CH3:1])[C:6]=3[CH3:7])=[O:16])[CH2:35][CH2:36]2)[CH:30]=1, predict the reactants needed to synthesize it.